Dataset: Catalyst prediction with 721,799 reactions and 888 catalyst types from USPTO. Task: Predict which catalyst facilitates the given reaction. Reactant: [Cl:1][C:2]1[CH:3]=[C:4]([NH:9][C:10]([N:12]2[CH2:17][CH2:16][N:15]([CH2:18][C@@H:19]3[CH2:24][CH2:23][CH2:22][NH:21][CH2:20]3)[CH2:14][CH2:13]2)=[O:11])[CH:5]=[CH:6][C:7]=1[Cl:8].C(N(CC)C(C)C)(C)C.[C:34]([O:41][CH3:42])(=[O:40])[CH2:35][CH2:36][C:37]([O-])=[O:38]. Product: [Cl:1][C:2]1[CH:3]=[C:4]([NH:9][C:10]([N:12]2[CH2:17][CH2:16][N:15]([CH2:18][C@@H:19]3[CH2:24][CH2:23][CH2:22][N:21]([C:37](=[O:38])[CH2:36][CH2:35][C:34]([O:41][CH3:42])=[O:40])[CH2:20]3)[CH2:14][CH2:13]2)=[O:11])[CH:5]=[CH:6][C:7]=1[Cl:8]. The catalyst class is: 9.